Dataset: Full USPTO retrosynthesis dataset with 1.9M reactions from patents (1976-2016). Task: Predict the reactants needed to synthesize the given product. (1) Given the product [CH2:1]([O:3][C:4]([N:6]1[C:14]2[C:9](=[CH:10][CH:11]=[C:12]([Cl:15])[CH:13]=2)[C:8]2([CH:16]([C:17]3[CH:22]=[CH:21][CH:20]=[C:19]([Cl:23])[CH:18]=3)[CH2:35][C:34](=[O:36])[NH:33][CH:32]2[C:27]2[CH:28]=[CH:29][CH:30]=[CH:31][C:26]=2[Br:25])[C:7]1=[O:24])=[O:5])[CH3:2], predict the reactants needed to synthesize it. The reactants are: [CH2:1]([O:3][C:4]([N:6]1[C:14]2[C:9](=[CH:10][CH:11]=[C:12]([Cl:15])[CH:13]=2)/[C:8](=[CH:16]/[C:17]2[CH:22]=[CH:21][CH:20]=[C:19]([Cl:23])[CH:18]=2)/[C:7]1=[O:24])=[O:5])[CH3:2].[Br:25][C:26]1[CH:31]=[CH:30][CH:29]=[CH:28][C:27]=1[CH:32]=[N:33][C:34]([O:36][Si](C)(C)C)=[CH2:35]. (2) The reactants are: C1(P(C2C=CC=CC=2)C2C=CC=CC=2)C=CC=CC=1.N(C(OC(C)C)=O)=NC(OC(C)C)=O.[N:34]1[CH:39]=[CH:38][CH:37]=[C:36]([CH2:40][CH2:41][CH2:42]O)[CH:35]=1.[Cl:44][C:45]1[CH:50]=[CH:49][C:48]([NH:51][S:52]([C:55]2[CH:60]=[CH:59][C:58]([O:61][CH3:62])=[C:57]([O:63][CH3:64])[CH:56]=2)(=[O:54])=[O:53])=[C:47]([CH2:65][C:66]2[C:71]([F:72])=[CH:70][CH:69]=[CH:68][C:67]=2[F:73])[CH:46]=1. Given the product [Cl:44][C:45]1[CH:50]=[CH:49][C:48]([N:51]([CH2:42][CH2:41][CH2:40][C:36]2[CH:35]=[N:34][CH:39]=[CH:38][CH:37]=2)[S:52]([C:55]2[CH:60]=[CH:59][C:58]([O:61][CH3:62])=[C:57]([O:63][CH3:64])[CH:56]=2)(=[O:53])=[O:54])=[C:47]([CH2:65][C:66]2[C:71]([F:72])=[CH:70][CH:69]=[CH:68][C:67]=2[F:73])[CH:46]=1, predict the reactants needed to synthesize it. (3) Given the product [Cl:1][C:2]1[CH:7]=[CH:6][C:5]([C:8]2[N:39]([C:41]3[CH:46]=[CH:45][CH:44]=[CH:43][CH:42]=3)[C:33]3[C:34]([C:9]=2[CH2:10][CH2:11][CH2:12][N:13]2[CH2:18][CH2:17][CH:16]([C:19]4[CH:20]=[C:21]([NH:25][C:26](=[O:30])[CH:27]([CH3:29])[CH3:28])[CH:22]=[CH:23][CH:24]=4)[CH2:15][CH2:14]2)=[CH:35][CH:36]=[CH:37][CH:38]=3)=[CH:4][CH:3]=1, predict the reactants needed to synthesize it. The reactants are: [Cl:1][C:2]1[CH:7]=[CH:6][C:5]([C:8](=O)[CH2:9][CH2:10][CH2:11][CH2:12][N:13]2[CH2:18][CH2:17][CH:16]([C:19]3[CH:20]=[C:21]([NH:25][C:26](=[O:30])[CH:27]([CH3:29])[CH3:28])[CH:22]=[CH:23][CH:24]=3)[CH2:15][CH2:14]2)=[CH:4][CH:3]=1.Cl.[C:33]1([N:39]([C:41]2[CH:46]=[CH:45][CH:44]=[CH:43][CH:42]=2)N)[CH:38]=[CH:37][CH:36]=[CH:35][CH:34]=1.